Dataset: Forward reaction prediction with 1.9M reactions from USPTO patents (1976-2016). Task: Predict the product of the given reaction. (1) Given the reactants [C:1]1([CH:7]=[N:8][C:9]([O:11][Si](C)(C)C)=[CH2:10])[CH:6]=[CH:5][CH:4]=[CH:3][CH:2]=1.C(OC([N:21]1[C:29]2[C:24](=[CH:25][CH:26]=[C:27]([Cl:30])[CH:28]=2)/[C:23](=[CH:31]/[C:32]2[CH:37]=[CH:36][CH:35]=[C:34]([Cl:38])[CH:33]=2)/[C:22]1=[O:39])=O)C.CO.[OH-].[Na+], predict the reaction product. The product is: [Cl:30][C:27]1[CH:28]=[C:29]2[NH:21][C:22](=[O:39])[C:23]3([CH:31]([C:32]4[CH:37]=[CH:36][CH:35]=[C:34]([Cl:38])[CH:33]=4)[CH2:11][C:9](=[O:10])[NH:8][CH:7]3[C:1]3[CH:6]=[CH:5][CH:4]=[CH:3][CH:2]=3)[C:24]2=[CH:25][CH:26]=1. (2) Given the reactants [C:1]([O:8][CH3:9])(=[O:7])[CH2:2][C:3]([O:5][CH3:6])=[O:4].CC(C)([O-])C.[K+].Cl[C:17]1[CH:22]=[CH:21][C:20]([C:23]([F:26])([F:25])[F:24])=[CH:19][C:18]=1[N+:27]([O-:29])=[O:28], predict the reaction product. The product is: [CH3:6][O:5][C:3](=[O:4])[CH:2]([C:17]1[CH:22]=[CH:21][C:20]([C:23]([F:26])([F:24])[F:25])=[CH:19][C:18]=1[N+:27]([O-:29])=[O:28])[C:1]([O:8][CH3:9])=[O:7].